This data is from NCI-60 drug combinations with 297,098 pairs across 59 cell lines. The task is: Regression. Given two drug SMILES strings and cell line genomic features, predict the synergy score measuring deviation from expected non-interaction effect. Drug 1: CCN(CC)CCCC(C)NC1=C2C=C(C=CC2=NC3=C1C=CC(=C3)Cl)OC. Drug 2: C1CNP(=O)(OC1)N(CCCl)CCCl. Cell line: NCI-H226. Synergy scores: CSS=15.2, Synergy_ZIP=-2.92, Synergy_Bliss=1.10, Synergy_Loewe=-6.66, Synergy_HSA=-2.84.